This data is from Catalyst prediction with 721,799 reactions and 888 catalyst types from USPTO. The task is: Predict which catalyst facilitates the given reaction. (1) Reactant: [C:1]1([C:19]2[CH:24]=[CH:23][CH:22]=[CH:21][CH:20]=2)[CH:6]=[CH:5][C:4]([CH2:7][N:8]2[CH:13]=[CH:12][CH:11]=[C:10]([C:14]([O:16]C)=[O:15])[C:9]2=[O:18])=[CH:3][CH:2]=1.[OH-].[Na+]. Product: [C:1]1([C:19]2[CH:20]=[CH:21][CH:22]=[CH:23][CH:24]=2)[CH:2]=[CH:3][C:4]([CH2:7][N:8]2[CH:13]=[CH:12][CH:11]=[C:10]([C:14]([OH:16])=[O:15])[C:9]2=[O:18])=[CH:5][CH:6]=1. The catalyst class is: 36. (2) Reactant: Br[C:2]1[CH:7]=[C:6]([CH3:8])[C:5]([CH2:9][C:10]([N:12]([CH2:18][C:19]2[CH:24]=[CH:23][CH:22]=[CH:21][N:20]=2)[CH2:13][C:14]([O:16][CH3:17])=[O:15])=[O:11])=[C:4]([CH3:25])[CH:3]=1.[C:26]1(P(C2C=CC=CC=2)CCCCP(C2C=CC=CC=2)C2C=CC=CC=2)[CH:31]=CC=C[CH:27]=1.[F-].C([N+](CCCC)(CCCC)CCCC)CCC. Product: [CH3:8][C:6]1[CH:7]=[C:2]([C:27]#[C:26][CH3:31])[CH:3]=[C:4]([CH3:25])[C:5]=1[CH2:9][C:10]([N:12]([CH2:18][C:19]1[CH:24]=[CH:23][CH:22]=[CH:21][N:20]=1)[CH2:13][C:14]([O:16][CH3:17])=[O:15])=[O:11]. The catalyst class is: 235. (3) Reactant: [Cl:1][C:2]1[C:3]([CH3:15])=[C:4]([CH2:13][OH:14])[C:5]2[O:9][C:8]([CH2:10][CH3:11])=[CH:7][C:6]=2[CH:12]=1.O[C:17]1[CH:22]=[CH:21][C:20]([CH2:23][CH2:24][C:25]([O:27][CH2:28][CH3:29])=[O:26])=[C:19]([CH3:30])[C:18]=1[CH3:31].C1CCN(C(N=NC(N2CCCCC2)=O)=O)CC1.P(CCCC)(CCCC)CCCC. Product: [Cl:1][C:2]1[C:3]([CH3:15])=[C:4]([CH2:13][O:14][C:17]2[CH:22]=[CH:21][C:20]([CH2:23][CH2:24][C:25]([O:27][CH2:28][CH3:29])=[O:26])=[C:19]([CH3:30])[C:18]=2[CH3:31])[C:5]2[O:9][C:8]([CH2:10][CH3:11])=[CH:7][C:6]=2[CH:12]=1. The catalyst class is: 11. (4) Product: [Cl:33][C:32]1[CH:31]=[CH:30][C:28]([NH:16][C:14]([NH:13][C:10]2[CH:11]=[CH:12][C:7]([OH:6])=[CH:8][CH:9]=2)=[O:15])=[CH:27][C:26]=1[C:25]([F:24])([F:34])[F:35]. The catalyst class is: 10. Reactant: CN(C)C=O.[OH:6][C:7]1[CH:12]=[CH:11][C:10]([NH:13][C:14]([NH2:16])=[O:15])=[CH:9][CH:8]=1.C(N(CC)CC)C.[F:24][C:25]([F:35])([F:34])[C:26]1[CH:27]=[C:28]([CH:30]=[CH:31][C:32]=1[Cl:33])N. (5) Reactant: Br.[O:2]1[CH2:7][CH2:6][N:5]([C:8]([NH2:10])=[NH:9])[CH2:4][CH2:3]1.C([O:13][CH:14]=[C:15]([C:21](OCC)=O)[C:16]([O:18][CH2:19][CH3:20])=[O:17])C.C([O-])(=O)C.[Na+]. Product: [OH:13][C:14]1[C:15]([C:16]([O:18][CH2:19][CH3:20])=[O:17])=[CH:21][N:10]=[C:8]([N:5]2[CH2:6][CH2:7][O:2][CH2:3][CH2:4]2)[N:9]=1. The catalyst class is: 3.